From a dataset of Reaction yield outcomes from USPTO patents with 853,638 reactions. Predict the reaction yield, written as a fraction of the theoretical maximum amount of product (1.0 means a 100% yield; for example, 0.34 means a 34% yield). (1) The reactants are [C:1]1([C:7]2[CH:12]=[CH:11][N:10]=[C:9]([N:13]3[CH2:18][CH2:17][NH:16][CH2:15][CH2:14]3)[C:8]=2[C:19]([O:21][CH:22]([CH3:24])[CH3:23])=[O:20])[CH:6]=[CH:5][CH:4]=[CH:3][CH:2]=1.[O:25]1[CH:29]=[CH:28][CH:27]=[C:26]1[CH:30]=O.C(O)(=O)C.C([BH3-])#N. The catalyst is C1COCC1.CS(C)=O. The product is [O:25]1[CH:29]=[CH:28][CH:27]=[C:26]1[CH2:30][N:16]1[CH2:17][CH2:18][N:13]([C:9]2[C:8]([C:19]([O:21][CH:22]([CH3:24])[CH3:23])=[O:20])=[C:7]([C:1]3[CH:2]=[CH:3][CH:4]=[CH:5][CH:6]=3)[CH:12]=[CH:11][N:10]=2)[CH2:14][CH2:15]1. The yield is 0.0979. (2) The reactants are Br[C:2]1[CH:7]=[CH:6][C:5]([CH2:8][C:9]([O:11][CH2:12][CH3:13])=[O:10])=[CH:4][CH:3]=1.[CH2:14]([O:16][C:17]1[CH:22]=[CH:21][C:20](B(O)O)=[C:19]([F:26])[C:18]=1[F:27])[CH3:15].C(=O)([O-])[O-].[K+].[K+].C1(C)C=CC=CC=1. The catalyst is [Br-].C([N+](CCCC)(CCCC)CCCC)CCC.C1C=CC([P]([Pd]([P](C2C=CC=CC=2)(C2C=CC=CC=2)C2C=CC=CC=2)([P](C2C=CC=CC=2)(C2C=CC=CC=2)C2C=CC=CC=2)[P](C2C=CC=CC=2)(C2C=CC=CC=2)C2C=CC=CC=2)(C2C=CC=CC=2)C2C=CC=CC=2)=CC=1.O.C(O)C. The product is [CH2:14]([O:16][C:17]1[CH:22]=[CH:21][C:20]([C:2]2[CH:7]=[CH:6][C:5]([CH2:8][C:9]([O:11][CH2:12][CH3:13])=[O:10])=[CH:4][CH:3]=2)=[C:19]([F:26])[C:18]=1[F:27])[CH3:15]. The yield is 0.900. (3) The reactants are [NH2:1][C:2]1[C:10]2[C:9]([C:11]3[CH:16]=[CH:15][C:14]([Cl:17])=[C:13]([Cl:18])[CH:12]=3)=[N:8][C:7](S(C)=O)=[N:6][C:5]=2[S:4][C:3]=1[C:22]([NH2:24])=[O:23].Cl.[NH2:26][C:27]1([CH2:30][OH:31])[CH2:29][CH2:28]1.CCN(C(C)C)C(C)C. The catalyst is CN(C=O)C. The product is [NH2:1][C:2]1[C:10]2[C:9]([C:11]3[CH:16]=[CH:15][C:14]([Cl:17])=[C:13]([Cl:18])[CH:12]=3)=[N:8][C:7]([NH:26][C:27]3([CH2:30][OH:31])[CH2:29][CH2:28]3)=[N:6][C:5]=2[S:4][C:3]=1[C:22]([NH2:24])=[O:23]. The yield is 0.110. (4) The reactants are N#N.Cl[C:4]1[N:9]=[N:8][C:7]([N:10]2[CH2:15][CH2:14][N:13]([C:16]([O:18][C:19]([CH3:22])([CH3:21])[CH3:20])=[O:17])[C@@H:12]([CH3:23])[CH2:11]2)=[C:6]([CH3:24])[C:5]=1[CH3:25].[C:26]1(B(O)O)[CH:31]=[CH:30][CH:29]=[CH:28][CH:27]=1.[F-].[Cs+]. The catalyst is O1CCOCC1. The product is [CH3:24][C:6]1[C:5]([CH3:25])=[C:4]([C:26]2[CH:31]=[CH:30][CH:29]=[CH:28][CH:27]=2)[N:9]=[N:8][C:7]=1[N:10]1[CH2:15][CH2:14][N:13]([C:16]([O:18][C:19]([CH3:22])([CH3:21])[CH3:20])=[O:17])[C@@H:12]([CH3:23])[CH2:11]1. The yield is 0.860. (5) The reactants are [OH:1][C@@H:2]1[CH2:6][CH2:5][N:4]([C:7]2[CH:12]=[CH:11][C:10]([S:13]([NH:16][C:17]3[S:18][CH:19]=[CH:20][N:21]=3)(=[O:15])=[O:14])=[CH:9][CH:8]=2)[C:3]1=[O:22].CN(C=O)C.C(N(C(C)C)CC)(C)C.[F:37][C:38]1[CH:43]=[CH:42][C:41]([S:44](Cl)(=[O:46])=[O:45])=[CH:40][CH:39]=1. The catalyst is CO. The product is [F:37][C:38]1[CH:43]=[CH:42][C:41]([S:44]([N:16]([S:13]([C:10]2[CH:11]=[CH:12][C:7]([N:4]3[CH2:5][CH2:6][C@@H:2]([OH:1])[C:3]3=[O:22])=[CH:8][CH:9]=2)(=[O:14])=[O:15])[C:17]2[S:18][CH:19]=[CH:20][N:21]=2)(=[O:46])=[O:45])=[CH:40][CH:39]=1. The yield is 0.890. (6) The reactants are Br[C:2]1[CH:7]=[CH:6][C:5]([Br:8])=[CH:4][CH:3]=1.C(=O)([O-])[O-].[K+].[K+].[CH:15]([C:17]1[CH:22]=[C:21]([O:23][CH3:24])[CH:20]=[CH:19][C:18]=1B(O)O)=[O:16]. The catalyst is COCCOC.O.C1C=CC([P]([Pd]([P](C2C=CC=CC=2)(C2C=CC=CC=2)C2C=CC=CC=2)([P](C2C=CC=CC=2)(C2C=CC=CC=2)C2C=CC=CC=2)[P](C2C=CC=CC=2)(C2C=CC=CC=2)C2C=CC=CC=2)(C2C=CC=CC=2)C2C=CC=CC=2)=CC=1. The product is [Br:8][C:5]1[CH:6]=[CH:7][C:2]([C:18]2[C:17]([CH:15]=[O:16])=[CH:22][C:21]([O:23][CH3:24])=[CH:20][CH:19]=2)=[CH:3][CH:4]=1. The yield is 0.560. (7) The reactants are Br[CH2:2][C:3]1[C:12]([N+:13]([O-:15])=[O:14])=[CH:11][CH:10]=[CH:9][C:4]=1[C:5]([O:7]C)=O.Cl.[NH2:17][C:18]1([CH2:26][CH2:27][CH2:28][CH2:29][NH:30][C:31](=[O:40])[O:32][CH2:33][C:34]2[CH:39]=[CH:38][CH:37]=[CH:36][CH:35]=2)[CH2:23][CH2:22][C:21](=[O:24])[NH:20][C:19]1=[O:25].C(N(CC)CC)C. The catalyst is CN(C=O)C. The product is [N+:13]([C:12]1[CH:11]=[CH:10][CH:9]=[C:4]2[C:3]=1[CH2:2][N:17]([C:18]1([CH2:26][CH2:27][CH2:28][CH2:29][NH:30][C:31](=[O:40])[O:32][CH2:33][C:34]3[CH:35]=[CH:36][CH:37]=[CH:38][CH:39]=3)[CH2:23][CH2:22][C:21](=[O:24])[NH:20][C:19]1=[O:25])[C:5]2=[O:7])([O-:15])=[O:14]. The yield is 0.600. (8) The reactants are [CH2:1]1[C:10]2[C:5](=[CH:6][CH:7]=[CH:8][CH:9]=2)[CH2:4][CH2:3][N:2]1[CH2:11][CH:12]([OH:23])[CH2:13][O:14][C:15]1[CH:16]=[C:17]([CH:20]=[CH:21][CH:22]=1)[CH:18]=O.[O:24]1[CH2:29][CH2:28][CH:27]([NH2:30])[CH2:26][CH2:25]1.[BH-](OC(C)=O)(OC(C)=O)OC(C)=O.[Na+]. The catalyst is C(Cl)Cl. The product is [CH2:1]1[C:10]2[C:5](=[CH:6][CH:7]=[CH:8][CH:9]=2)[CH2:4][CH2:3][N:2]1[CH2:11][CH:12]([OH:23])[CH2:13][O:14][C:15]1[CH:22]=[CH:21][CH:20]=[C:17]([CH2:18][NH:30][CH:27]2[CH2:28][CH2:29][O:24][CH2:25][CH2:26]2)[CH:16]=1. The yield is 0.170. (9) The reactants are [Cl-].O[NH3+:3].[C:4](=[O:7])([O-])[OH:5].[Na+].CS(C)=O.[CH3:13][O:14][CH2:15][CH:16]([N:18]1[C:23](=[O:24])[C:22]([CH2:25][C:26]2[CH:31]=[CH:30][C:29]([C:32]3[C:33]([C:38]#[N:39])=[CH:34][CH:35]=[CH:36][CH:37]=3)=[CH:28][CH:27]=2)=[C:21]([CH2:40][CH2:41][CH3:42])[N:20]2[N:43]=[C:44]([CH3:46])[N:45]=[C:19]12)[CH3:17]. The catalyst is C(OCC)(=O)C. The product is [CH3:13][O:14][CH2:15][CH:16]([N:18]1[C:23](=[O:24])[C:22]([CH2:25][C:26]2[CH:31]=[CH:30][C:29]([C:32]3[CH:37]=[CH:36][CH:35]=[CH:34][C:33]=3[C:38]3[NH:3][C:4](=[O:7])[O:5][N:39]=3)=[CH:28][CH:27]=2)=[C:21]([CH2:40][CH2:41][CH3:42])[N:20]2[N:43]=[C:44]([CH3:46])[N:45]=[C:19]12)[CH3:17]. The yield is 0.550. (10) The catalyst is C(O)CCC. The reactants are [C:1]([OH:8])(=[O:7])/[CH:2]=[CH:3]\[C:4]([OH:6])=[O:5].C(OC)(C)(C)C.[CH3:15][CH2:16][O:17][C:18]([C:20]1[CH:25]([C:26]2[C:31]([Cl:32])=[CH:30][CH:29]=[CH:28][CH:27]=2)[C:24]([C:33]([O:35][CH3:36])=[O:34])=[C:23]([CH3:37])[NH:22][C:21]=1[CH2:38][O:39][CH2:40][CH2:41][NH2:42])=[O:19]. The yield is 0.780. The product is [CH3:15][CH2:16][O:17][C:18]([C:20]1[CH:25]([C:26]2[CH:27]=[CH:28][CH:29]=[CH:30][C:31]=2[Cl:32])[C:24]([C:33]([O:35][CH3:36])=[O:34])=[C:23]([CH3:37])[NH:22][C:21]=1[CH2:38][O:39][CH2:40][CH2:41][NH2:42])=[O:19].[CH:2](/[C:1]([OH:8])=[O:7])=[CH:3]/[C:4]([OH:6])=[O:5].